Dataset: Full USPTO retrosynthesis dataset with 1.9M reactions from patents (1976-2016). Task: Predict the reactants needed to synthesize the given product. (1) Given the product [CH:6]1([CH2:5][CH:4]([C:11]2[CH:16]=[CH:15][C:14]([S:17]([CH3:20])(=[O:19])=[O:18])=[C:13]([C:21]([F:22])([F:24])[F:23])[CH:12]=2)[C:3]([NH:26][C:27]2[S:28][CH:29]=[CH:30][N:31]=2)=[O:25])[CH2:7][CH2:8][CH2:9][CH2:10]1, predict the reactants needed to synthesize it. The reactants are: CO[C:3](=[O:25])[CH:4]([C:11]1[CH:16]=[CH:15][C:14]([S:17]([CH3:20])(=[O:19])=[O:18])=[C:13]([C:21]([F:24])([F:23])[F:22])[CH:12]=1)[CH2:5][CH:6]1[CH2:10][CH2:9][CH2:8][CH2:7]1.[NH2:26][C:27]1[S:28][CH:29]=[CH:30][N:31]=1.C[O-].[Mg+2].C[O-].CO. (2) Given the product [F:17][C:18]1[CH:23]=[CH:22][C:21]([S:24]([NH:1][C:2]2[C:11]([C:12]([O:14][CH3:15])=[O:13])=[C:10]3[C:5]([CH:6]4[CH2:16][CH:7]4[CH2:8][O:9]3)=[CH:4][CH:3]=2)(=[O:26])=[O:25])=[C:20]([N+:28]([O-:30])=[O:29])[CH:19]=1, predict the reactants needed to synthesize it. The reactants are: [NH2:1][C:2]1[C:11]([C:12]([O:14][CH3:15])=[O:13])=[C:10]2[C:5]([CH:6]3[CH2:16][CH:7]3[CH2:8][O:9]2)=[CH:4][CH:3]=1.[F:17][C:18]1[CH:23]=[CH:22][C:21]([S:24](Cl)(=[O:26])=[O:25])=[C:20]([N+:28]([O-:30])=[O:29])[CH:19]=1.N1C=CC=CC=1. (3) Given the product [C:1]([O:5][C:6]([N:8]1[CH2:12][CH2:11][C:10]([C:14]#[CH:15])([OH:13])[CH2:9]1)=[O:7])([CH3:4])([CH3:2])[CH3:3], predict the reactants needed to synthesize it. The reactants are: [C:1]([O:5][C:6]([N:8]1[CH2:12][CH2:11][C:10](=[O:13])[CH2:9]1)=[O:7])([CH3:4])([CH3:3])[CH3:2].[C:14]([Mg]Br)#[CH:15]. (4) Given the product [N+:18]([C:21]1[CH:26]=[C:25]([C:2]2[CH:3]=[C:4]3[C:8](=[CH:9][CH:10]=2)[CH2:7][CH:6]([NH:11][S:12]([CH:15]([CH3:17])[CH3:16])(=[O:14])=[O:13])[CH2:5]3)[CH:24]=[CH:23][CH:22]=1)([O-:20])=[O:19], predict the reactants needed to synthesize it. The reactants are: I[C:2]1[CH:3]=[C:4]2[C:8](=[CH:9][CH:10]=1)[CH2:7][CH:6]([NH:11][S:12]([CH:15]([CH3:17])[CH3:16])(=[O:14])=[O:13])[CH2:5]2.[N+:18]([C:21]1[CH:22]=[C:23](B(O)O)[CH:24]=[CH:25][CH:26]=1)([O-:20])=[O:19].C(=O)([O-])[O-].[Cs+].[Cs+].O.